This data is from Reaction yield outcomes from USPTO patents with 853,638 reactions. The task is: Predict the reaction yield, written as a fraction of the theoretical maximum amount of product (1.0 means a 100% yield; for example, 0.34 means a 34% yield). (1) The reactants are [Cl-].[CH3:2][O:3][C:4]([C:6]1[CH:11]=[CH:10][C:9]([N:12]=[N:13][C:14]2[CH:19]=[CH:18][C:17]([CH2:20][NH3+:21])=[CH:16][CH:15]=2)=[CH:8][CH:7]=1)=[O:5].[C:22](Cl)(=[O:26])[CH2:23][CH2:24][CH3:25]. The catalyst is N1C=CC=CC=1. The product is [C:22]([NH:21][CH2:20][C:17]1[CH:16]=[CH:15][C:14](/[N:13]=[N:12]/[C:9]2[CH:8]=[CH:7][C:6]([C:4]([O:3][CH3:2])=[O:5])=[CH:11][CH:10]=2)=[CH:19][CH:18]=1)(=[O:26])[CH2:23][CH2:24][CH3:25]. The yield is 0.900. (2) The reactants are [F:1][C:2]1[CH:7]=[C:6]([C:8]2[CH:13]=[CH:12][N:11]=[C:10]3[NH:14][C:15]([C:17]4[CH:18]=[N:19][N:20]([CH3:22])[CH:21]=4)=[N:16][C:9]=23)[CH:5]=[CH:4][C:3]=1[CH2:23][NH2:24].[CH3:25][C:26]1([C:29]2[N:33]=[C:32]([C:34](OC)=[O:35])[O:31][N:30]=2)[CH2:28][CH2:27]1. No catalyst specified. The product is [F:1][C:2]1[CH:7]=[C:6]([C:8]2[CH:13]=[CH:12][N:11]=[C:10]3[NH:14][C:15]([C:17]4[CH:18]=[N:19][N:20]([CH3:22])[CH:21]=4)=[N:16][C:9]=23)[CH:5]=[CH:4][C:3]=1[CH2:23][NH:24][C:34]([C:32]1[O:31][N:30]=[C:29]([C:26]2([CH3:25])[CH2:27][CH2:28]2)[N:33]=1)=[O:35]. The yield is 0.0900. (3) The reactants are [Cl:1][C:2]1[C:7]([F:8])=[CH:6][CH:5]=[C:4]([Cl:9])[C:3]=1[CH:10]([O:12][C:13]1[C:14]([NH2:19])=[N:15][CH:16]=[CH:17][CH:18]=1)[CH3:11].[I:20]N1C(=O)CCC1=O. The catalyst is C(#N)C.C(O)(=O)C. The product is [Cl:1][C:2]1[C:7]([F:8])=[CH:6][CH:5]=[C:4]([Cl:9])[C:3]=1[CH:10]([O:12][C:13]1[C:14]([NH2:19])=[N:15][CH:16]=[C:17]([I:20])[CH:18]=1)[CH3:11]. The yield is 0.500. (4) The catalyst is CN(C=O)C. The product is [F:30][C:27]1[CH:28]=[CH:29][C:22]([O:14][C:10]2[CH:9]=[C:8]3[C:13](=[CH:12][CH:11]=2)[N:5]([CH2:1][CH:2]([CH3:4])[CH3:3])[N:6]=[CH:7]3)=[C:23]([CH:26]=1)[C:24]#[N:25]. The yield is 0.810. The reactants are [CH2:1]([N:5]1[C:13]2[C:8](=[CH:9][C:10]([OH:14])=[CH:11][CH:12]=2)[CH:7]=[N:6]1)[CH:2]([CH3:4])[CH3:3].C([O-])([O-])=O.[K+].[K+].F[C:22]1[CH:29]=[CH:28][C:27]([F:30])=[CH:26][C:23]=1[C:24]#[N:25]. (5) The reactants are [CH:1]12[CH2:7][CH:4]([CH2:5][CH2:6]1)[CH2:3][CH:2]2[CH2:8][C:9]([OH:11])=O.S(Cl)([Cl:14])=O. No catalyst specified. The product is [CH:1]12[CH2:7][CH:4]([CH2:5][CH2:6]1)[CH2:3][CH:2]2[CH2:8][C:9]([Cl:14])=[O:11]. The yield is 1.00.